This data is from NCI-60 drug combinations with 297,098 pairs across 59 cell lines. The task is: Regression. Given two drug SMILES strings and cell line genomic features, predict the synergy score measuring deviation from expected non-interaction effect. (1) Drug 1: CCC1(CC2CC(C3=C(CCN(C2)C1)C4=CC=CC=C4N3)(C5=C(C=C6C(=C5)C78CCN9C7C(C=CC9)(C(C(C8N6C)(C(=O)OC)O)OC(=O)C)CC)OC)C(=O)OC)O.OS(=O)(=O)O. Drug 2: CC(C)(C#N)C1=CC(=CC(=C1)CN2C=NC=N2)C(C)(C)C#N. Cell line: COLO 205. Synergy scores: CSS=4.07, Synergy_ZIP=0.544, Synergy_Bliss=4.72, Synergy_Loewe=-0.326, Synergy_HSA=1.86. (2) Drug 1: CC1=C2C(C(=O)C3(C(CC4C(C3C(C(C2(C)C)(CC1OC(=O)C(C(C5=CC=CC=C5)NC(=O)OC(C)(C)C)O)O)OC(=O)C6=CC=CC=C6)(CO4)OC(=O)C)OC)C)OC. Drug 2: CC1=C(C=C(C=C1)C(=O)NC2=CC(=CC(=C2)C(F)(F)F)N3C=C(N=C3)C)NC4=NC=CC(=N4)C5=CN=CC=C5. Cell line: M14. Synergy scores: CSS=59.1, Synergy_ZIP=7.62, Synergy_Bliss=8.10, Synergy_Loewe=-28.5, Synergy_HSA=7.26. (3) Drug 1: CC12CCC(CC1=CCC3C2CCC4(C3CC=C4C5=CN=CC=C5)C)O. Drug 2: C1CC(C1)(C(=O)O)C(=O)O.[NH2-].[NH2-].[Pt+2]. Cell line: M14. Synergy scores: CSS=5.41, Synergy_ZIP=-5.05, Synergy_Bliss=0.774, Synergy_Loewe=-0.0465, Synergy_HSA=-0.0484. (4) Synergy scores: CSS=25.9, Synergy_ZIP=-4.34, Synergy_Bliss=-5.60, Synergy_Loewe=-23.4, Synergy_HSA=-4.49. Cell line: EKVX. Drug 1: CC1C(C(CC(O1)OC2CC(CC3=C2C(=C4C(=C3O)C(=O)C5=C(C4=O)C(=CC=C5)OC)O)(C(=O)C)O)N)O.Cl. Drug 2: CCC1(CC2CC(C3=C(CCN(C2)C1)C4=CC=CC=C4N3)(C5=C(C=C6C(=C5)C78CCN9C7C(C=CC9)(C(C(C8N6C)(C(=O)OC)O)OC(=O)C)CC)OC)C(=O)OC)O.OS(=O)(=O)O. (5) Drug 1: CC1=C2C(C(=O)C3(C(CC4C(C3C(C(C2(C)C)(CC1OC(=O)C(C(C5=CC=CC=C5)NC(=O)OC(C)(C)C)O)O)OC(=O)C6=CC=CC=C6)(CO4)OC(=O)C)OC)C)OC. Drug 2: C1=C(C(=O)NC(=O)N1)N(CCCl)CCCl. Cell line: EKVX. Synergy scores: CSS=32.1, Synergy_ZIP=-7.44, Synergy_Bliss=-5.17, Synergy_Loewe=-31.1, Synergy_HSA=-2.22. (6) Drug 1: C1CC(=O)NC(=O)C1N2CC3=C(C2=O)C=CC=C3N. Drug 2: C1CN1P(=S)(N2CC2)N3CC3. Cell line: 786-0. Synergy scores: CSS=9.63, Synergy_ZIP=-0.364, Synergy_Bliss=5.85, Synergy_Loewe=6.80, Synergy_HSA=6.84. (7) Drug 1: C1CC(=O)NC(=O)C1N2CC3=C(C2=O)C=CC=C3N. Drug 2: CC12CCC3C(C1CCC2=O)CC(=C)C4=CC(=O)C=CC34C. Cell line: A498. Synergy scores: CSS=12.9, Synergy_ZIP=2.48, Synergy_Bliss=2.54, Synergy_Loewe=4.90, Synergy_HSA=4.74. (8) Drug 1: COC1=CC(=CC(=C1O)OC)C2C3C(COC3=O)C(C4=CC5=C(C=C24)OCO5)OC6C(C(C7C(O6)COC(O7)C8=CC=CS8)O)O. Drug 2: CC1=CC=C(C=C1)C2=CC(=NN2C3=CC=C(C=C3)S(=O)(=O)N)C(F)(F)F. Cell line: SN12C. Synergy scores: CSS=45.8, Synergy_ZIP=3.08, Synergy_Bliss=3.03, Synergy_Loewe=-39.1, Synergy_HSA=3.62. (9) Drug 1: C1CCN(CC1)CCOC2=CC=C(C=C2)C(=O)C3=C(SC4=C3C=CC(=C4)O)C5=CC=C(C=C5)O. Drug 2: CC(C1=C(C=CC(=C1Cl)F)Cl)OC2=C(N=CC(=C2)C3=CN(N=C3)C4CCNCC4)N. Cell line: HOP-62. Synergy scores: CSS=-7.87, Synergy_ZIP=1.07, Synergy_Bliss=-4.81, Synergy_Loewe=-6.86, Synergy_HSA=-7.28.